Task: Predict the product of the given reaction.. Dataset: Forward reaction prediction with 1.9M reactions from USPTO patents (1976-2016) (1) Given the reactants Br[C:2]1[C:10]2[N:9]=[C:8]([N:11]3[CH2:16][CH2:15][N:14]([C:17]4[C:22]([C:23]([F:26])([F:25])[F:24])=[CH:21][CH:20]=[CH:19][N:18]=4)[CH2:13][CH2:12]3)[NH:7][C:6]=2[CH:5]=[C:4]([C:27]([F:30])([F:29])[F:28])[CH:3]=1.Cl.[NH2:32][CH2:33][C:34]1[CH:39]=[CH:38][C:37](B(O)O)=[CH:36][CH:35]=1, predict the reaction product. The product is: [F:30][C:27]([F:28])([F:29])[C:4]1[CH:3]=[C:2]([C:37]2[CH:38]=[CH:39][C:34]([CH2:33][NH2:32])=[CH:35][CH:36]=2)[C:10]2[NH:9][C:8]([N:11]3[CH2:12][CH2:13][N:14]([C:17]4[C:22]([C:23]([F:24])([F:25])[F:26])=[CH:21][CH:20]=[CH:19][N:18]=4)[CH2:15][CH2:16]3)=[N:7][C:6]=2[CH:5]=1. (2) Given the reactants [C:1]([O:9][CH2:10][CH3:11])(=[O:8])[CH2:2][C:3]([O:5][CH2:6][CH3:7])=[O:4].[Cl:12][C:13]1[CH:20]=[CH:19][C:16]([CH2:17]Br)=[CH:15][CH:14]=1, predict the reaction product. The product is: [Cl:12][C:13]1[CH:20]=[CH:19][C:16]([CH2:17][CH:2]([C:3]([O:5][CH2:6][CH3:7])=[O:4])[C:1]([O:9][CH2:10][CH3:11])=[O:8])=[CH:15][CH:14]=1.